This data is from Forward reaction prediction with 1.9M reactions from USPTO patents (1976-2016). The task is: Predict the product of the given reaction. (1) Given the reactants C1(C)C=CC(S(O[CH:11]([F:17])[CH:12]([CH2:15][F:16])[C:13]#[CH:14])(=O)=O)=CC=1.[OH:19][C:20]1[CH:25]=[CH:24][C:23]([C:26]([F:29])([F:28])[F:27])=[CH:22][CH:21]=1.C(N(C(C)C)CC)(C)C, predict the reaction product. The product is: [F:29][C:26]([F:27])([F:28])[C:23]1[CH:24]=[CH:25][C:20]([O:19][C:12]([CH2:11][F:17])([C:13]#[CH:14])[CH2:15][F:16])=[CH:21][CH:22]=1. (2) Given the reactants Cl[CH2:2][C:3]([N:5]1[CH2:10][C@H:9]([CH3:11])[N:8]([CH2:12][C:13]2[CH:18]=[CH:17][C:16]([F:19])=[CH:15][CH:14]=2)[CH2:7][C@H:6]1[CH3:20])=[O:4].[Cl:21][C:22]1[CH:29]=[C:26]([CH:27]=[O:28])[C:25]([OH:30])=[CH:24][CH:23]=1.C(=O)([O-])[O-].[K+].[K+].[I-].[K+], predict the reaction product. The product is: [Cl:21][C:22]1[CH:23]=[CH:24][C:25]([O:30][CH2:2][C:3]([N:5]2[CH2:10][C@H:9]([CH3:11])[N:8]([CH2:12][C:13]3[CH:18]=[CH:17][C:16]([F:19])=[CH:15][CH:14]=3)[CH2:7][C@H:6]2[CH3:20])=[O:4])=[C:26]([CH:29]=1)[CH:27]=[O:28]. (3) Given the reactants [CH3:1][N+:2]1([CH3:26])[C@@H:7]2[C@@H:8]3[O:10][C@@H:9]3[C@H:3]1[CH2:4][C@@H:5]([O:11][C:12]([C:14]([OH:25])([C:20]1[S:24][CH:23]=[CH:22][CH:21]=1)[C:15]1[S:19][CH:18]=[CH:17][CH:16]=1)=[O:13])[CH2:6]2.O.[Br-:28].[CH2:29]([OH:51])[C@H:30]1[O:35][C@H:34]([O:36][C@H:37]2[O:42][C@H:41]([CH2:43][OH:44])[C@@H:40]([OH:45])[C@H:39]([OH:46])[C@H:38]2[OH:47])[C@H:33]([OH:48])[C@@H:32]([OH:49])[C@@H:31]1[OH:50].[NH2:52][C@H:53]([C:58]([OH:60])=[O:59])[CH2:54][CH:55]([CH3:57])[CH3:56].CO, predict the reaction product. The product is: [CH3:1][N+:2]1([CH3:26])[C@@H:3]2[C@@H:9]3[O:10][C@@H:8]3[C@H:7]1[CH2:6][C@@H:5]([O:11][C:12]([C:14]([OH:25])([C:15]1[S:19][CH:18]=[CH:17][CH:16]=1)[C:20]1[S:24][CH:23]=[CH:22][CH:21]=1)=[O:13])[CH2:4]2.[OH2:35].[Br-:28].[CH2:43]([OH:44])[C@H:41]1[O:42][C@H:37]([O:36][C@H:34]2[O:35][C@H:30]([CH2:29][OH:51])[C@@H:31]([OH:50])[C@H:32]([OH:49])[C@H:33]2[OH:48])[C@H:38]([OH:47])[C@@H:39]([OH:46])[C@@H:40]1[OH:45].[NH2:52][C@H:53]([C:58]([OH:60])=[O:59])[CH2:54][CH:55]([CH3:57])[CH3:56]. (4) Given the reactants [N:1]1[C:9]2[C:4](=[N:5][CH:6]=[C:7]([C:10]#[N:11])[CH:8]=2)[NH:3][CH:2]=1.[H-].[Na+].Cl[CH2:15][O:16][CH2:17][CH2:18][Si:19]([CH3:22])([CH3:21])[CH3:20], predict the reaction product. The product is: [CH3:20][Si:19]([CH3:22])([CH3:21])[CH2:18][CH2:17][O:16][CH2:15][N:3]1[C:4]2=[N:5][CH:6]=[C:7]([C:10]#[N:11])[CH:8]=[C:9]2[N:1]=[CH:2]1.